Dataset: Forward reaction prediction with 1.9M reactions from USPTO patents (1976-2016). Task: Predict the product of the given reaction. Given the reactants Br[C:2]1[CH:3]=[C:4]([Cl:25])[C:5]([C:8]([F:24])([F:23])[CH2:9][NH:10][C:11](=[O:22])[C:12]2[CH:17]=[CH:16][CH:15]=[CH:14][C:13]=2[C:18]([F:21])([F:20])[F:19])=[N:6][CH:7]=1.[F:26][C:27]([F:38])([F:37])[C:28]1[N:33]=[CH:32][C:31](B(O)O)=[CH:30][CH:29]=1.C(=O)([O-])[O-].[Na+].[Na+], predict the reaction product. The product is: [Cl:25][C:4]1[CH:3]=[C:2]([C:31]2[CH:32]=[N:33][C:28]([C:27]([F:38])([F:37])[F:26])=[CH:29][CH:30]=2)[CH:7]=[N:6][C:5]=1[C:8]([F:24])([F:23])[CH2:9][NH:10][C:11](=[O:22])[C:12]1[CH:17]=[CH:16][CH:15]=[CH:14][C:13]=1[C:18]([F:21])([F:20])[F:19].